Task: Predict which catalyst facilitates the given reaction.. Dataset: Catalyst prediction with 721,799 reactions and 888 catalyst types from USPTO (1) Reactant: [CH3:1][N:2]1[C:6]([C:7](=[O:21])[NH:8][CH2:9][CH2:10][C:11]2[N:15]([CH3:16])[C:14]3[CH:17]=[CH:18][CH:19]=[CH:20][C:13]=3[N:12]=2)=[C:5]([C:22]([O:24]C)=[O:23])[N:4]=[C:3]1[CH3:26].[Li+].[OH-].Cl. Product: [CH3:1][N:2]1[C:6]([C:7](=[O:21])[NH:8][CH2:9][CH2:10][C:11]2[N:15]([CH3:16])[C:14]3[CH:17]=[CH:18][CH:19]=[CH:20][C:13]=3[N:12]=2)=[C:5]([C:22]([OH:24])=[O:23])[N:4]=[C:3]1[CH3:26]. The catalyst class is: 36. (2) Reactant: [CH3:1][O:2][C:3]([NH:5][C@H:6]([C:10]([N:12]1[CH2:16][C@@H:15]([CH3:17])[CH2:14][C@H:13]1[C:18]1[NH:22][C:21]2[C:23]3[C:28]([CH:29]=[CH:30][C:20]=2[N:19]=1)=[CH:27][C:26]1[C:31]2[C:36]([CH2:37][O:38][C:25]=1[CH:24]=3)=[CH:35][C:34]([C:39]1[NH:43][C:42]([C@@H:44]3[CH2:48][C@H:47]([CH3:49])[CH2:46][N:45]3C(OC(C)(C)C)=O)=[N:41][CH:40]=1)=[CH:33][CH:32]=2)=[O:11])[CH:7]([CH3:9])[CH3:8])=[O:4].Cl. Product: [CH3:8][CH:7]([CH3:9])[C@H:6]([NH:5][C:3](=[O:4])[O:2][CH3:1])[C:10]([N:12]1[CH2:16][C@@H:15]([CH3:17])[CH2:14][C@H:13]1[C:18]1[NH:22][C:21]2[C:23]3[C:28]([CH:29]=[CH:30][C:20]=2[N:19]=1)=[CH:27][C:26]1[C:31]2[C:36]([CH2:37][O:38][C:25]=1[CH:24]=3)=[CH:35][C:34]([C:39]1[NH:43][C:42]([C@@H:44]3[CH2:48][C@H:47]([CH3:49])[CH2:46][NH:45]3)=[N:41][CH:40]=1)=[CH:33][CH:32]=2)=[O:11]. The catalyst class is: 8. (3) Product: [CH3:1][CH:2]1[NH:3][CH2:4][CH:5]([C:6]([O:8][CH3:9])=[O:7])[CH2:10][CH2:11]1. The catalyst class is: 19. Reactant: [CH3:1][C:2]1[CH:11]=[CH:10][C:5]([C:6]([O:8][CH3:9])=[O:7])=[CH:4][N:3]=1.Cl.[H][H]. (4) Reactant: [CH3:1][C:2]([CH3:32])([CH3:31])[C:3]([NH:5][CH2:6][C:7]1[CH:12]=[CH:11][C:10]([NH:13][C:14]([N:16]2[C@H:20]([C@H:21]([C:23]3[CH:28]=[CH:27][C:26]([Cl:29])=[C:25]([Cl:30])[CH:24]=3)[OH:22])[CH2:19][S:18][CH2:17]2)=[O:15])=[CH:9][CH:8]=1)=[O:4].I([O-])(=O)(=O)=[O:34].[Na+]. Product: [CH3:1][C:2]([CH3:32])([CH3:31])[C:3]([NH:5][CH2:6][C:7]1[CH:8]=[CH:9][C:10]([NH:13][C:14]([N:16]2[C@H:20]([C@H:21]([C:23]3[CH:28]=[CH:27][C:26]([Cl:29])=[C:25]([Cl:30])[CH:24]=3)[OH:22])[CH2:19][S:18](=[O:34])[CH2:17]2)=[O:15])=[CH:11][CH:12]=1)=[O:4]. The catalyst class is: 24. (5) Product: [CH2:3]([N:5]([CH2:6][CH3:7])[CH2:1][C:13]1[N:12]=[C:11]([N+:8]([O-:10])=[O:9])[NH:15][CH:14]=1)[CH3:4]. The catalyst class is: 14. Reactant: [CH2:1]=O.[CH2:3]([NH:5][CH2:6][CH3:7])[CH3:4].[N+:8]([C:11]1[NH:12][CH:13]=[CH:14][N:15]=1)([O-:10])=[O:9].